Dataset: Forward reaction prediction with 1.9M reactions from USPTO patents (1976-2016). Task: Predict the product of the given reaction. (1) Given the reactants [CH2:1]([O:8][C:9]([N:11]1[CH2:15][CH2:14][C:13](=[O:16])[CH2:12]1)=[O:10])[C:2]1[CH:7]=[CH:6][CH:5]=[CH:4][CH:3]=1.[C-:17]#[N:18].[K+].C1OCCOCCOCCOCCOCCOC1.[Si:38](C#N)([CH3:41])([CH3:40])[CH3:39].C([O-])(O)=O.[Na+], predict the reaction product. The product is: [CH2:1]([O:8][C:9]([N:11]1[CH2:15][CH2:14][C:13]([C:17]#[N:18])([O:16][Si:38]([CH3:41])([CH3:40])[CH3:39])[CH2:12]1)=[O:10])[C:2]1[CH:7]=[CH:6][CH:5]=[CH:4][CH:3]=1. (2) Given the reactants C(=O)([O-])[O-].[K+].[K+].[Cl:7][C:8]1[N:9]=[CH:10][C:11]2[C:16]([CH:17]=1)=[CH:15][C:14]([C:18]#[C:19][Si](C)(C)C)=[CH:13][CH:12]=2.C(OCC)(=O)C, predict the reaction product. The product is: [Cl:7][C:8]1[N:9]=[CH:10][C:11]2[C:16]([CH:17]=1)=[CH:15][C:14]([C:18]#[CH:19])=[CH:13][CH:12]=2. (3) Given the reactants [CH3:1][C:2]1[N:3]=[C:4]([NH:12][C:13](=[O:15])[CH3:14])[S:5][C:6]=1[C:7]1[CH:8]=[N:9][NH:10][CH:11]=1.C(N1C=C(C2SC(N[C:34](=[O:36])[CH3:35])=NC=2C)C=N1)C1C=CC=CC=1.CN1[C:43]([S:44](Cl)(=[O:46])=[O:45])=[CH:42][N:41]=C1C.N1C=CC=C[CH:50]=1, predict the reaction product. The product is: [CH3:50][C:42]1[C:43]([S:44]([N:10]2[CH:11]=[C:7]([C:6]3[S:5][C:4]([NH:12][C:13](=[O:15])[CH3:14])=[N:3][C:2]=3[CH3:1])[CH:8]=[N:9]2)(=[O:45])=[O:46])=[C:34]([CH3:35])[O:36][N:41]=1. (4) Given the reactants [CH:1]1([CH:6]([C:10]2[CH:15]=[CH:14][C:13]([CH2:16][N:17]3[C:22](=[O:23])[CH2:21][O:20][C:19]([C:24]4[CH:29]=[CH:28][CH:27]=[CH:26][CH:25]=4)=[N:18]3)=[CH:12][CH:11]=2)[C:7](O)=[O:8])[CH2:5][CH2:4][CH2:3][CH2:2]1.Cl.[CH3:31][O:32][C:33](=[O:42])[CH2:34][C:35]1([CH2:38][CH2:39][CH2:40][NH2:41])[CH2:37][CH2:36]1.CN(C(ON1N=NC2C=CC=NC1=2)=[N+](C)C)C.F[P-](F)(F)(F)(F)F.C(N(CC)C(C)C)(C)C, predict the reaction product. The product is: [CH:1]1([CH:6]([C:10]2[CH:15]=[CH:14][C:13]([CH2:16][N:17]3[C:22](=[O:23])[CH2:21][O:20][C:19]([C:24]4[CH:29]=[CH:28][CH:27]=[CH:26][CH:25]=4)=[N:18]3)=[CH:12][CH:11]=2)[C:7]([NH:41][CH2:40][CH2:39][CH2:38][C:35]2([CH2:34][C:33]([O:32][CH3:31])=[O:42])[CH2:36][CH2:37]2)=[O:8])[CH2:5][CH2:4][CH2:3][CH2:2]1. (5) Given the reactants [CH3:1][C@@H:2]1[C@H:6]([C:7]2[CH:12]=[CH:11][CH:10]=[CH:9][CH:8]=2)[O:5][C:4](=[O:13])[NH:3]1.[CH2:14](Br)[C:15]#[CH:16], predict the reaction product. The product is: [CH3:1][C@@H:2]1[C@H:6]([C:7]2[CH:12]=[CH:11][CH:10]=[CH:9][CH:8]=2)[O:5][C:4](=[O:13])[N:3]1[CH2:16][C:15]#[CH:14]. (6) Given the reactants C(OC([NH:8][C@@H:9]1[C@H:13]([CH2:14][O:15][S:16]([CH3:19])(=[O:18])=[O:17])[CH2:12][N:11]([C:20]([O:22][CH2:23][C:24]2[CH:29]=[CH:28][CH:27]=[CH:26][CH:25]=2)=[O:21])[CH2:10]1)=O)(C)(C)C.[F:30][C:31]([F:36])([F:35])[C:32]([OH:34])=[O:33], predict the reaction product. The product is: [F:30][C:31]([F:36])([F:35])[C:32]([OH:34])=[O:33].[NH2:8][C@@H:9]1[C@H:13]([CH2:14][O:15][S:16]([CH3:19])(=[O:17])=[O:18])[CH2:12][N:11]([C:20]([O:22][CH2:23][C:24]2[CH:29]=[CH:28][CH:27]=[CH:26][CH:25]=2)=[O:21])[CH2:10]1.